This data is from Reaction yield outcomes from USPTO patents with 853,638 reactions. The task is: Predict the reaction yield, written as a fraction of the theoretical maximum amount of product (1.0 means a 100% yield; for example, 0.34 means a 34% yield). (1) The reactants are [C:1]([C:5]1[CH:11]=[CH:10][C:8]([NH2:9])=[CH:7][CH:6]=1)([CH3:4])([CH3:3])[CH3:2].[F:12][B-:13]([F:16])([F:15])[F:14].[N:17]#[O+].[K+].[Br-]. The catalyst is C(#N)C.C(Cl)Cl. The product is [F:12][B-:13]([F:16])([F:15])[F:14].[C:1]([C:5]1[CH:6]=[CH:7][C:8]([N+:9]#[N:17])=[CH:10][CH:11]=1)([CH3:4])([CH3:2])[CH3:3]. The yield is 0.780. (2) The yield is 0.250. The product is [N:25]1[CH:26]=[CH:27][CH:28]=[C:23]([C:6]2[CH:7]=[CH:8][C:3]([CH:1]=[O:2])=[CH:4][CH:5]=2)[CH:24]=1. The catalyst is C1(C)C=CC=CC=1.C1C=CC([P]([Pd]([P](C2C=CC=CC=2)(C2C=CC=CC=2)C2C=CC=CC=2)([P](C2C=CC=CC=2)(C2C=CC=CC=2)C2C=CC=CC=2)[P](C2C=CC=CC=2)(C2C=CC=CC=2)C2C=CC=CC=2)(C2C=CC=CC=2)C2C=CC=CC=2)=CC=1.O. The reactants are [CH:1]([C:3]1[CH:8]=[CH:7][C:6](OB(O)O)=[CH:5][CH:4]=1)=[O:2].C(=O)([O-])[O-].[Na+].[Na+].C(O)C.Br[C:23]1[CH:24]=[N:25][CH:26]=[CH:27][CH:28]=1. (3) The reactants are [CH3:1][N:2]1[C:6]2[CH:7]=[CH:8][S:9][C:5]=2[C:4]([Sn](CCCC)(CCCC)CCCC)=[N:3]1.[C:23]([CH:25]1[CH2:28][N:27]([C:29](=[O:53])[C@H:30]([NH:32][C:33]([C:35]2[C:43]3[C:38](=[N:39][CH:40]=[C:41](Br)[N:42]=3)[N:37]([CH2:45][O:46][CH2:47][CH2:48][Si:49]([CH3:52])([CH3:51])[CH3:50])[CH:36]=2)=[O:34])[CH3:31])[CH2:26]1)#[N:24]. The catalyst is CN(C=O)C.C1C=CC([P]([Pd]([P](C2C=CC=CC=2)(C2C=CC=CC=2)C2C=CC=CC=2)([P](C2C=CC=CC=2)(C2C=CC=CC=2)C2C=CC=CC=2)[P](C2C=CC=CC=2)(C2C=CC=CC=2)C2C=CC=CC=2)(C2C=CC=CC=2)C2C=CC=CC=2)=CC=1.[Cu]I. The product is [C:23]([CH:25]1[CH2:26][N:27]([C:29](=[O:53])[C@H:30]([NH:32][C:33]([C:35]2[C:43]3[C:38](=[N:39][CH:40]=[C:41]([C:4]4[C:5]5[S:9][CH:8]=[CH:7][C:6]=5[N:2]([CH3:1])[N:3]=4)[N:42]=3)[N:37]([CH2:45][O:46][CH2:47][CH2:48][Si:49]([CH3:52])([CH3:51])[CH3:50])[CH:36]=2)=[O:34])[CH3:31])[CH2:28]1)#[N:24]. The yield is 0.980. (4) The reactants are [H-].[Na+].Cl.[CH3:4][O:5][C:6]1[CH:7]=[C:8]2[C:12](=[CH:13][CH:14]=1)[CH2:11][CH:10]([NH2:15])[CH2:9]2.[C:16]1(=O)[O:21][C:19](=[O:20])[C:18]2=[CH:22][CH:23]=[CH:24][CH:25]=[C:17]12. The catalyst is CN(C=O)C.CCOC(C)=O. The product is [CH3:4][O:5][C:6]1[CH:7]=[C:8]2[C:12](=[CH:13][CH:14]=1)[CH2:11][CH:10]([N:15]1[C:19](=[O:20])[C:18]3[C:17](=[CH:25][CH:24]=[CH:23][CH:22]=3)[C:16]1=[O:21])[CH2:9]2. The yield is 0.430. (5) The reactants are [NH2:1][C@@H:2]1[CH2:6][CH2:5][N:4]([C:7]2[N:12]=[CH:11][C:10]([N:13]3[CH:18]=[CH:17][C:16]4[CH:19]=[C:20]([C:22]5[CH:27]=[CH:26][C:25]([Cl:28])=[CH:24][CH:23]=5)[S:21][C:15]=4[C:14]3=[O:29])=[CH:9][CH:8]=2)[CH2:3]1.C(Cl)Cl.Cl. The catalyst is CO.CCO. The product is [ClH:28].[NH2:1][C@@H:2]1[CH2:6][CH2:5][N:4]([C:7]2[N:12]=[CH:11][C:10]([N:13]3[CH:18]=[CH:17][C:16]4[CH:19]=[C:20]([C:22]5[CH:27]=[CH:26][C:25]([Cl:28])=[CH:24][CH:23]=5)[S:21][C:15]=4[C:14]3=[O:29])=[CH:9][CH:8]=2)[CH2:3]1. The yield is 0.930. (6) The reactants are [Cl:1][C:2]1[CH:3]=[CH:4][C:5]([OH:10])=[C:6]([CH:9]=1)[CH:7]=[O:8].CC(C)([O-])C.[K+].[CH2:17](Br)[C:18]1[CH:23]=[CH:22][CH:21]=[CH:20][CH:19]=1. The catalyst is C1COCC1. The product is [CH2:17]([O:10][C:5]1[CH:4]=[CH:3][C:2]([Cl:1])=[CH:9][C:6]=1[CH:7]=[O:8])[C:18]1[CH:23]=[CH:22][CH:21]=[CH:20][CH:19]=1. The yield is 0.990. (7) The reactants are [F:1][C:2]1[CH:46]=[CH:45][CH:44]=[C:43]([F:47])[C:3]=1[CH2:4][N:5]1[C:10]2[S:11][C:12]([C:21]3[CH:26]=[CH:25][C:24]([NH:27][C:28]([NH:30][O:31][CH3:32])=[O:29])=[CH:23][CH:22]=3)=[C:13]([CH2:14][N:15]3[CH2:20][CH2:19][O:18][CH2:17][CH2:16]3)[C:9]=2[C:8](=[O:33])[N:7]([C:34]2[N:35]=[N:36][C:37]([O:40]C)=[CH:38][CH:39]=2)[C:6]1=[O:42].Cl.C(O)(=O)C.C(=O)(O)[O-].[Na+]. The catalyst is C1COCC1.C(OCC)(=O)C. The product is [F:47][C:43]1[CH:44]=[CH:45][CH:46]=[C:2]([F:1])[C:3]=1[CH2:4][N:5]1[C:10]2[S:11][C:12]([C:21]3[CH:26]=[CH:25][C:24]([NH:27][C:28]([NH:30][O:31][CH3:32])=[O:29])=[CH:23][CH:22]=3)=[C:13]([CH2:14][N:15]([CH2:16][CH2:17][O:18][CH3:19])[CH3:20])[C:9]=2[C:8](=[O:33])[N:7]([C:34]2[N:35]=[N:36][C:37]([OH:40])=[CH:38][CH:39]=2)[C:6]1=[O:42]. The yield is 0.410. (8) The reactants are [CH3:1][NH:2][C:3]1[CH:11]=[C:10]2[C:6]([C:7]([CH3:12])=[N:8][NH:9]2)=[CH:5][CH:4]=1.[Cl:13][C:14]1[N:19]=[CH:18][N:17]=[C:16]([NH:20][C:21]2[CH:26]=[CH:25][CH:24]=[C:23]([CH2:27][S:28]([CH3:31])(=[O:30])=[O:29])[CH:22]=2)[N:15]=1. The catalyst is C(O)(C)C. The product is [ClH:13].[CH3:1][N:2]([C:3]1[CH:11]=[C:10]2[C:6]([C:7]([CH3:12])=[N:8][NH:9]2)=[CH:5][CH:4]=1)[C:18]1[N:17]=[C:16]([NH:20][C:21]2[CH:26]=[CH:25][CH:24]=[C:23]([CH2:27][S:28]([CH3:31])(=[O:29])=[O:30])[CH:22]=2)[N:15]=[CH:14][N:19]=1. The yield is 0.420. (9) The reactants are [CH:1]([NH:4][C:5]([N:7]1[CH2:11][CH:10]([OH:12])[CH:9]2[NH:13][CH2:14][CH2:15][CH:8]12)=[O:6])([CH3:3])[CH3:2].CCN(C(C)C)C(C)C.CN(C(ON1N=NC2C=CC=NC1=2)=[N+](C)C)C.F[P-](F)(F)(F)(F)F.CN(C(ON1N=NC2C=CC=NC1=2)=[N+](C)C)C.F[P-](F)(F)(F)(F)F.[NH:73]([C:82]([O:84][CH2:85][C:86]1[CH:91]=[CH:90][CH:89]=[CH:88][CH:87]=1)=[O:83])[C@H:74]([C:79](O)=[O:80])[C:75]([CH3:78])([CH3:77])[CH3:76]. The catalyst is CN1C(=O)CCC1.O. The product is [CH2:85]([O:84][C:82](=[O:83])[NH:73][CH:74]([C:79]([N:13]1[CH2:14][CH2:15][CH:8]2[N:7]([C:5](=[O:6])[NH:4][CH:1]([CH3:3])[CH3:2])[CH2:11][CH:10]([OH:12])[CH:9]12)=[O:80])[C:75]([CH3:76])([CH3:77])[CH3:78])[C:86]1[CH:91]=[CH:90][CH:89]=[CH:88][CH:87]=1. The yield is 0.880. (10) The reactants are C1C(=O)[N:5](Br)[C:3](=O)[CH2:2]1.[C:19](OO[C:19](=O)[C:20]1[CH:25]=[CH:24][CH:23]=[CH:22][CH:21]=1)(=O)[C:20]1[CH:25]=[CH:24][CH:23]=[CH:22][CH:21]=1.[OH2:27]. The catalyst is C(Cl)(Cl)(Cl)Cl. The product is [CH:2]([C:3]1[NH:5][C:21]2[C:20]([CH:19]=1)=[CH:25][CH:24]=[CH:23][CH:22]=2)=[O:27]. The yield is 0.750.